This data is from Reaction yield outcomes from USPTO patents with 853,638 reactions. The task is: Predict the reaction yield, written as a fraction of the theoretical maximum amount of product (1.0 means a 100% yield; for example, 0.34 means a 34% yield). The reactants are [NH2:1][C:2]1[CH:3]=[C:4]2[C:8](=[CH:9][C:10]=1[N+:11]([O-:13])=[O:12])[C:7](=[O:14])[NH:6][C:5]2=[O:15].Cl.N[CH:18]([CH3:23])[CH2:19][N:20]([CH3:22])[CH3:21].N1C=CN=C1.CCN(CC)CC. The catalyst is O1CCOCC1. The product is [NH2:1][C:2]1[CH:3]=[C:4]2[C:8](=[CH:9][C:10]=1[N+:11]([O-:13])=[O:12])[C:7](=[O:14])[N:6]([CH:18]([CH3:23])[CH2:19][N:20]([CH3:22])[CH3:21])[C:5]2=[O:15]. The yield is 0.640.